This data is from Full USPTO retrosynthesis dataset with 1.9M reactions from patents (1976-2016). The task is: Predict the reactants needed to synthesize the given product. The reactants are: [C:1]1([C:9]2[CH:14]=[CH:13][CH:12]=[CH:11][CH:10]=2)[CH:6]=[CH:5][C:4]([CH:7]=O)=[CH:3][CH:2]=1.[CH:15]([C:18]1[CH:24]=[CH:23][C:21]([NH2:22])=[CH:20][CH:19]=1)([CH3:17])[CH3:16]. Given the product [C:1]1([C:9]2[CH:14]=[CH:13][CH:12]=[CH:11][CH:10]=2)[CH:6]=[CH:5][C:4]([CH2:7][NH:22][C:21]2[CH:23]=[CH:24][C:18]([CH:15]([CH3:17])[CH3:16])=[CH:19][CH:20]=2)=[CH:3][CH:2]=1, predict the reactants needed to synthesize it.